Binary Classification. Given a drug SMILES string, predict its activity (active/inactive) in a high-throughput screening assay against a specified biological target. From a dataset of HIV replication inhibition screening data with 41,000+ compounds from the AIDS Antiviral Screen. (1) The drug is CCOC(=O)CNC(=O)C(C)NC(=O)C(NC(=O)CC(c1ncc[nH]1)c1ncc[nH]1)C(C)CC. The result is 0 (inactive). (2) The compound is CC1CN(c2cc3c(cc2F)c(=O)c(C(=O)O)cn3-c2ccc(F)cn2)CC(C)N1. The result is 0 (inactive).